This data is from Catalyst prediction with 721,799 reactions and 888 catalyst types from USPTO. The task is: Predict which catalyst facilitates the given reaction. (1) Reactant: [N+:1]([C:4]1[CH:10]=[C:9]([N+:11]([O-:13])=[O:12])[CH:8]=[CH:7][C:5]=1[NH2:6])([O-])=O.[S-2].[Na+].[Na+]. Product: [N+:11]([C:9]1[CH:10]=[C:4]([NH2:1])[C:5]([NH2:6])=[CH:7][CH:8]=1)([O-:13])=[O:12]. The catalyst class is: 40. (2) Reactant: C(N(CC)CC)C.Cl.C(N=C=NCCCN(C)C)C.[CH3:20][O:21][C:22]1[CH:23]=[C:24]2[C:29](=[C:30]3[CH2:34][C:33]([CH3:36])([CH3:35])[O:32][C:31]=13)[C:28]([C:37]1[CH:38]=[C:39]([NH2:43])[CH:40]=[CH:41][CH:42]=1)=[N:27][C:26]([CH3:45])([CH3:44])[CH2:25]2.Cl.[N:47]1[CH:52]=[CH:51][C:50]([CH2:53][C:54](O)=[O:55])=[CH:49][CH:48]=1.O.ON1C2C=CC=CC=2N=N1. Product: [CH3:20][O:21][C:22]1[CH:23]=[C:24]2[C:29](=[C:30]3[CH2:34][C:33]([CH3:36])([CH3:35])[O:32][C:31]=13)[C:28]([C:37]1[CH:38]=[C:39]([NH:43][C:54](=[O:55])[CH2:53][C:50]3[CH:51]=[CH:52][N:47]=[CH:48][CH:49]=3)[CH:40]=[CH:41][CH:42]=1)=[N:27][C:26]([CH3:45])([CH3:44])[CH2:25]2. The catalyst class is: 35. (3) Reactant: [F:1][C:2]1[N:7]=[CH:6][C:5]([CH:8]([C:10]2[CH:15]=[CH:14][C:13]([S:16][CH3:17])=[CH:12][CH:11]=2)O)=[CH:4][CH:3]=1.FC(F)(F)C(O)=O.C([SiH](CC)CC)C. Product: [F:1][C:2]1[CH:3]=[CH:4][C:5]([CH2:8][C:10]2[CH:15]=[CH:14][C:13]([S:16][CH3:17])=[CH:12][CH:11]=2)=[CH:6][N:7]=1. The catalyst class is: 2. (4) Reactant: [CH2:1]([N:8]1[CH2:13][CH2:12][N:11](CC2(C3C=CN=CC=3)CC2)[CH2:10][CH:9]1[CH2:24][CH2:25][OH:26])[C:2]1[CH:7]=[CH:6][CH:5]=[CH:4][CH:3]=1. Product: [CH2:1]([N:8]1[CH2:13][CH2:12][NH:11][CH2:10][CH:9]1[CH2:24][CH2:25][OH:26])[C:2]1[CH:3]=[CH:4][CH:5]=[CH:6][CH:7]=1. The catalyst class is: 10. (5) Reactant: [CH:1]([C:3]1[CH:4]=[C:5]([CH:10]=[CH:11][CH:12]=1)[C:6]([O:8][CH3:9])=[O:7])=O.[CH2:13]([OH:16])[CH2:14][OH:15].O.C1(C)C=CC(S(O)(=O)=O)=CC=1. Product: [O:15]1[CH2:14][CH2:13][O:16][CH:1]1[C:3]1[CH:4]=[C:5]([CH:10]=[CH:11][CH:12]=1)[C:6]([O:8][CH3:9])=[O:7]. The catalyst class is: 133. (6) Reactant: [F:1][C:2]1[CH:30]=[CH:29][C:5]([CH2:6][N:7]2[C:19](=[O:20])[C:18]3[C:9](=[C:10]([OH:27])[C:11]4[N:12]=[CH:13][CH:14]=[N:15][C:16]=4[C:17]=3[O:21][C:22](=[O:26])[O:23][CH2:24][CH3:25])[C:8]2=[O:28])=[CH:4][CH:3]=1.[C:31]1([C:37]([C:40]2[CH:45]=[CH:44][CH:43]=[CH:42][CH:41]=2)=[N+]=[N-])[CH:36]=[CH:35][CH:34]=[CH:33][CH:32]=1. Product: [CH2:24]([O:23][C:22](=[O:26])[O:21][C:17]1[C:16]2[N:15]=[CH:14][CH:13]=[N:12][C:11]=2[C:10]([O:27][CH:37]([C:31]2[CH:36]=[CH:35][CH:34]=[CH:33][CH:32]=2)[C:40]2[CH:45]=[CH:44][CH:43]=[CH:42][CH:41]=2)=[C:9]2[C:8](=[O:28])[N:7]([CH2:6][C:5]3[CH:4]=[CH:3][C:2]([F:1])=[CH:30][CH:29]=3)[C:19](=[O:20])[C:18]=12)[CH3:25]. The catalyst class is: 26. (7) Reactant: Cl.[C:2](=[NH:10])([O:7][CH2:8][CH3:9])[C:3]([CH3:6])([CH3:5])[CH3:4].N1C(C)=CC(C)=CC=1C.Cl[C:21]([O:23][CH2:24][CH3:25])=[O:22]. Product: [CH2:24]([O:23][C:21]([N:10]=[C:2]([O:7][CH2:8][CH3:9])[C:3]([CH3:6])([CH3:5])[CH3:4])=[O:22])[CH3:25]. The catalyst class is: 2. (8) Reactant: [CH3:1][C:2]1[CH:7]=[CH:6][CH:5]=[CH:4][C:3]=1[OH:8].C([Li])CCC.[Cl-:14].[Cl-].[Cl-].[CH3:17][C:18]1[C:22]([Ti+3:24])([CH3:23])[C:21]([CH3:25])=[C:20]([CH3:26])[C:19]=1[CH3:27]. Product: [Cl-:14].[Cl-:14].[CH3:1][C:2]1[CH:7]=[CH:6][CH:5]=[CH:4][C:3]=1[O:8][Ti+2:24][C:22]1([CH3:23])[C:18]([CH3:17])=[C:19]([CH3:27])[C:20]([CH3:26])=[C:21]1[CH3:25]. The catalyst class is: 11. (9) Reactant: O=[C:2]1[CH2:7][CH2:6][O:5][CH2:4][CH:3]1[C:8]([O:10]C)=O.Cl.[NH2:13][C:14](=[NH:27])[CH2:15][NH:16][C:17](=[O:26])[O:18][CH2:19][C:20]1[CH:25]=[CH:24][CH:23]=[CH:22][CH:21]=1.[O-]CC.[Na+]. Product: [O:10]=[C:8]1[NH:27][C:14]([CH2:15][NH:16][C:17](=[O:26])[O:18][CH2:19][C:20]2[CH:21]=[CH:22][CH:23]=[CH:24][CH:25]=2)=[N:13][C:2]2[CH2:7][CH2:6][O:5][CH2:4][C:3]1=2. The catalyst class is: 8.